This data is from Full USPTO retrosynthesis dataset with 1.9M reactions from patents (1976-2016). The task is: Predict the reactants needed to synthesize the given product. (1) Given the product [N:1]12[CH2:8][CH2:7][CH:4]([CH2:5][CH2:6]1)[C@@H:3]([O:9][C:12]([C:14]1([C:21]3[CH:26]=[CH:25][CH:24]=[CH:23][CH:22]=3)[CH2:15][CH2:16][CH2:17][CH2:18][CH2:19][CH2:20]1)=[O:11])[CH2:2]2, predict the reactants needed to synthesize it. The reactants are: [N:1]12[CH2:8][CH2:7][CH:4]([CH2:5][CH2:6]1)[C@@H:3]([OH:9])[CH2:2]2.C[O:11][C:12]([C:14]1([C:21]2[CH:26]=[CH:25][CH:24]=[CH:23][CH:22]=2)[CH2:20][CH2:19][CH2:18][CH2:17][CH2:16][CH2:15]1)=O. (2) Given the product [Cl:10][C:11]1[CH:19]=[C:18]([Cl:20])[CH:17]=[CH:16][C:12]=1[C:13]([N:65]1[CH2:66][CH2:67][N:62]([C:44](=[O:43])[CH2:45][NH:46][C:47](=[O:61])[C:48]2[CH:49]=[CH:50][C:51]([O:54][C:55]3[CH:56]=[CH:57][CH:58]=[CH:59][CH:60]=3)=[CH:52][CH:53]=2)[CH2:63][CH2:64]1)=[O:15], predict the reactants needed to synthesize it. The reactants are: CCN(C(C)C)C(C)C.[Cl:10][C:11]1[CH:19]=[C:18]([Cl:20])[CH:17]=[CH:16][C:12]=1[C:13]([OH:15])=O.CCN=C=NCCCN(C)C.C1C=CC2N(O)N=NC=2C=1.Cl.[O:43]=[C:44]([N:62]1[CH2:67][CH2:66][NH:65][CH2:64][CH2:63]1)[CH2:45][NH:46][C:47](=[O:61])[C:48]1[CH:53]=[CH:52][C:51]([O:54][C:55]2[CH:60]=[CH:59][CH:58]=[CH:57][CH:56]=2)=[CH:50][CH:49]=1. (3) Given the product [CH:27]1([N:7]2[C:6]([C:4]([OH:5])=[O:3])=[C:10]([C:11]3[O:12][CH:13]=[CH:14][CH:15]=3)[N:9]=[C:8]2[C:16]2[CH:21]=[CH:20][C:19]([O:22][C:23]([F:25])([F:26])[F:24])=[CH:18][CH:17]=2)[CH2:29][CH2:28]1, predict the reactants needed to synthesize it. The reactants are: C([O:3][C:4]([C:6]1[N:7]([CH:27]2[CH2:29][CH2:28]2)[C:8]([C:16]2[CH:21]=[CH:20][C:19]([O:22][C:23]([F:26])([F:25])[F:24])=[CH:18][CH:17]=2)=[N:9][C:10]=1[C:11]1[O:12][CH:13]=[CH:14][CH:15]=1)=[O:5])C.[Li+].[OH-]. (4) Given the product [CH3:1][O:2][C:3]([C:5]1[S:12][C:11]2[C:10]([C:13]3[NH:14][C:15]4[C:20]([CH:21]=3)=[CH:19][C:18]([C:22](=[O:24])[CH3:23])=[CH:17][CH:16]=4)=[N:9][NH:8][C:7]=2[CH:6]=1)=[O:4], predict the reactants needed to synthesize it. The reactants are: [CH3:1][O:2][C:3]([C:5]1[S:12][C:11]2[C:10]([C:13]3[N:14](C(OC(C)(C)C)=O)[C:15]4[C:20]([CH:21]=3)=[CH:19][C:18]([C:22](=[O:24])[CH3:23])=[CH:17][CH:16]=4)=[N:9][N:8](C(OC(C)(C)C)=O)[C:7]=2[CH:6]=1)=[O:4].Cl.C([O-])([O-])=O.[Na+].[Na+]. (5) Given the product [ClH:1].[CH3:2][C:3]1[CH:8]=[C:7]([C:9]([F:10])([F:11])[F:12])[CH:6]=[CH:5][C:4]=1[CH:13]1[CH2:14][CH:15]([C:16]([O:18][CH3:19])=[O:17])[CH2:20][CH2:21][NH:22]1, predict the reactants needed to synthesize it. The reactants are: [ClH:1].[CH3:2][C:3]1[CH:8]=[C:7]([C:9]([F:12])([F:11])[F:10])[CH:6]=[CH:5][C:4]=1[C:13]1[CH:14]=[C:15]([CH:20]=[CH:21][N:22]=1)[C:16]([O:18][CH3:19])=[O:17].